This data is from Reaction yield outcomes from USPTO patents with 853,638 reactions. The task is: Predict the reaction yield, written as a fraction of the theoretical maximum amount of product (1.0 means a 100% yield; for example, 0.34 means a 34% yield). (1) The yield is 0.640. The catalyst is C1COCC1.CN(C=O)C. The product is [F:51][C:52]1[C:45]([O:44][C:43](=[O:49])[N:14]([C@H:13]2[C@H:9]([C:4]3[CH:5]=[CH:6][C:7]([Cl:8])=[C:2]([Cl:1])[CH:3]=3)[CH2:10][N:11]([C:16]([CH:18]3[CH2:23][CH2:22][N:21]([C:24]([C:26]4([CH3:29])[CH2:27][CH2:28]4)=[O:25])[CH2:20][CH2:19]3)=[O:17])[CH2:12]2)[CH3:15])=[CH:56][CH:55]=[CH:54][N:53]=1. The reactants are [Cl:1][C:2]1[CH:3]=[C:4]([C@H:9]2[C@H:13]([NH:14][CH3:15])[CH2:12][N:11]([C:16]([CH:18]3[CH2:23][CH2:22][N:21]([C:24]([C:26]4([CH3:29])[CH2:28][CH2:27]4)=[O:25])[CH2:20][CH2:19]3)=[O:17])[CH2:10]2)[CH:5]=[CH:6][C:7]=1[Cl:8].CCN(C(C)C)C(C)C.ClC(Cl)(O[C:43](=[O:49])[O:44][C:45](Cl)(Cl)Cl)Cl.[F:51][C:52]1C(O)=[CH:56][CH:55]=[CH:54][N:53]=1.[H-].[Na+]. (2) The reactants are [Cl:1][C:2]1[CH:7]=[CH:6][C:5]([N:8]2[CH:12]=[C:11]([C:13]([O:15][C:16]([CH3:19])([CH3:18])[CH3:17])=[O:14])[N:10]=[C:9]2[C:20]2[CH:25]=[CH:24][C:23]([Cl:26])=[CH:22][C:21]=2[Cl:27])=[CH:4][CH:3]=1.[Li+].CC([N-]C(C)C)C.[CH3:36][S:37]SC.[NH4+].[Cl-]. The catalyst is C1COCC1. The product is [Cl:1][C:2]1[CH:7]=[CH:6][C:5]([N:8]2[C:12]([S:37][CH3:36])=[C:11]([C:13]([O:15][C:16]([CH3:17])([CH3:18])[CH3:19])=[O:14])[N:10]=[C:9]2[C:20]2[CH:25]=[CH:24][C:23]([Cl:26])=[CH:22][C:21]=2[Cl:27])=[CH:4][CH:3]=1. The yield is 0.900. (3) The yield is 0.380. The reactants are [CH3:1][C:2]1[CH:7]=[CH:6][CH:5]=[C:4]([C:8]2[N:9]([C:18]3[CH:23]=[CH:22][C:21]([S:24]([CH3:27])(=[O:26])=[O:25])=[CH:20][CH:19]=3)[CH2:10][C:11](O)([C:13]([F:16])([F:15])[F:14])[N:12]=2)[N:3]=1.O.C1(C)C=CC(S(O)(=O)=O)=CC=1. The product is [CH3:1][C:2]1[CH:7]=[CH:6][CH:5]=[C:4]([C:8]2[N:9]([C:18]3[CH:23]=[CH:22][C:21]([S:24]([CH3:27])(=[O:26])=[O:25])=[CH:20][CH:19]=3)[CH:10]=[C:11]([C:13]([F:15])([F:16])[F:14])[N:12]=2)[N:3]=1. The catalyst is C1(C)C=CC=CC=1. (4) The reactants are [NH2:1][C:2]1[CH:3]=[C:4]([CH:13]=[CH:14][CH:15]=1)[O:5][C:6]1[CH:7]=[CH:8][C:9]([NH2:12])=[N:10][CH:11]=1.N1C=CC=CC=1.[CH3:22][N:23]1[C:27]([C:28](Cl)=[O:29])=[CH:26][C:25]([CH3:31])=[N:24]1. The catalyst is O1CCCC1.O. The product is [NH2:12][C:9]1[N:10]=[CH:11][C:6]([O:5][C:4]2[CH:3]=[C:2]([NH:1][C:28]([C:27]3[N:23]([CH3:22])[N:24]=[C:25]([CH3:31])[CH:26]=3)=[O:29])[CH:15]=[CH:14][CH:13]=2)=[CH:7][CH:8]=1. The yield is 0.610.